This data is from Catalyst prediction with 721,799 reactions and 888 catalyst types from USPTO. The task is: Predict which catalyst facilitates the given reaction. Reactant: Cl[CH2:2][CH2:3][CH2:4][CH:5]([CH:10]1[CH2:12][CH2:11]1)[C:6]([NH:8][NH2:9])=O.Cl.Cl.[CH3:15][O:16][C:17]1[CH:18]=[C:19](/[CH:29]=[CH:30]/[C:31](=[NH:35])OCC)[CH:20]=[CH:21][C:22]=1[N:23]1[CH:27]=[C:26]([CH3:28])[N:25]=[CH:24]1.C(OCC)(=O)C.O. Product: [CH:10]1([CH:5]2[CH2:4][CH2:3][CH2:2][N:8]3[N:9]=[C:31](/[CH:30]=[CH:29]/[C:19]4[CH:20]=[CH:21][C:22]([N:23]5[CH:27]=[C:26]([CH3:28])[N:25]=[CH:24]5)=[C:17]([O:16][CH3:15])[CH:18]=4)[N:35]=[C:6]23)[CH2:12][CH2:11]1. The catalyst class is: 8.